Dataset: NCI-60 drug combinations with 297,098 pairs across 59 cell lines. Task: Regression. Given two drug SMILES strings and cell line genomic features, predict the synergy score measuring deviation from expected non-interaction effect. (1) Drug 1: CNC(=O)C1=CC=CC=C1SC2=CC3=C(C=C2)C(=NN3)C=CC4=CC=CC=N4. Drug 2: C1CNP(=O)(OC1)N(CCCl)CCCl. Cell line: NCIH23. Synergy scores: CSS=-7.78, Synergy_ZIP=1.42, Synergy_Bliss=-6.17, Synergy_Loewe=-11.7, Synergy_HSA=-9.33. (2) Drug 1: CC(C)NC(=O)C1=CC=C(C=C1)CNNC.Cl. Drug 2: C(CN)CNCCSP(=O)(O)O. Cell line: NCIH23. Synergy scores: CSS=2.53, Synergy_ZIP=1.88, Synergy_Bliss=3.77, Synergy_Loewe=-0.135, Synergy_HSA=0.352. (3) Drug 1: CCC(=C(C1=CC=CC=C1)C2=CC=C(C=C2)OCCN(C)C)C3=CC=CC=C3.C(C(=O)O)C(CC(=O)O)(C(=O)O)O. Drug 2: CCN(CC)CCNC(=O)C1=C(NC(=C1C)C=C2C3=C(C=CC(=C3)F)NC2=O)C. Cell line: SF-295. Synergy scores: CSS=2.18, Synergy_ZIP=-1.49, Synergy_Bliss=-3.30, Synergy_Loewe=-1.51, Synergy_HSA=-2.37. (4) Drug 1: CC1C(C(CC(O1)OC2CC(CC3=C2C(=C4C(=C3O)C(=O)C5=C(C4=O)C(=CC=C5)OC)O)(C(=O)C)O)N)O.Cl. Drug 2: C1=CC=C(C(=C1)C(C2=CC=C(C=C2)Cl)C(Cl)Cl)Cl. Cell line: NCIH23. Synergy scores: CSS=38.7, Synergy_ZIP=0.362, Synergy_Bliss=5.53, Synergy_Loewe=-17.9, Synergy_HSA=6.11. (5) Drug 1: CC1=C2C(C(=O)C3(C(CC4C(C3C(C(C2(C)C)(CC1OC(=O)C(C(C5=CC=CC=C5)NC(=O)OC(C)(C)C)O)O)OC(=O)C6=CC=CC=C6)(CO4)OC(=O)C)OC)C)OC. Drug 2: C1CCN(CC1)CCOC2=CC=C(C=C2)C(=O)C3=C(SC4=C3C=CC(=C4)O)C5=CC=C(C=C5)O. Cell line: OVCAR-5. Synergy scores: CSS=64.1, Synergy_ZIP=13.0, Synergy_Bliss=14.5, Synergy_Loewe=-16.0, Synergy_HSA=13.9.